From a dataset of Forward reaction prediction with 1.9M reactions from USPTO patents (1976-2016). Predict the product of the given reaction. (1) The product is: [NH:8]1[C:7]2[C:11]3[C:4]([CH2:5][C:6]=2[CH:10]=[N:9]1)=[CH:3][C:2]([CH:28]=[O:29])=[CH:13][CH:12]=3. Given the reactants Br[C:2]1[CH:3]=[C:4]2[C:11](=[CH:12][CH:13]=1)[C:7]1[NH:8][N:9]=[CH:10][C:6]=1[CH2:5]2.[Li]C1C=CC=CC=1.C1CCCCC1.C[CH2:28][O:29]CC.[Li]C(CC)C.C1CCCCC1.CN(C=O)C, predict the reaction product. (2) Given the reactants [F:1][C:2]1[CH:7]=[CH:6][C:5]([NH:8][C:9]2[CH:14]=[CH:13][N:12]=[C:11]([NH:15][C:16]3[CH:21]=[CH:20][C:19]([S:22]([N:25]([CH3:32])[CH:26]4[CH2:31][CH2:30][NH:29][CH2:28][CH2:27]4)(=[O:24])=[O:23])=[CH:18][CH:17]=3)[N:10]=2)=[CH:4][C:3]=1[CH3:33].[NH:34]1[CH:38]=[C:37]([CH:39]=O)[CH:36]=[N:35]1, predict the reaction product. The product is: [F:1][C:2]1[CH:7]=[CH:6][C:5]([NH:8][C:9]2[CH:14]=[CH:13][N:12]=[C:11]([NH:15][C:16]3[CH:17]=[CH:18][C:19]([S:22]([N:25]([CH3:32])[CH:26]4[CH2:31][CH2:30][N:29]([CH2:39][C:37]5[CH:38]=[N:34][NH:35][CH:36]=5)[CH2:28][CH2:27]4)(=[O:23])=[O:24])=[CH:20][CH:21]=3)[N:10]=2)=[CH:4][C:3]=1[CH3:33]. (3) Given the reactants C(N(C(C)C)CC)(C)C.C1C=CC2N(O)N=NC=2C=1.FC(F)(F)C(O)=O.[Cl:27][CH2:28][CH2:29][CH2:30][C:31](=[CH:35][C:36]1[CH:41]=[CH:40][C:39]([N:42]2[CH:46]=[C:45]([CH3:47])[N:44]=[CH:43]2)=[C:38]([O:48][CH3:49])[CH:37]=1)[C:32]([OH:34])=O.[F:50][C:51]1[CH:52]=[C:53]([C:58]([NH2:61])([CH3:60])[CH3:59])[CH:54]=[CH:55][C:56]=1[F:57], predict the reaction product. The product is: [F:50][C:51]1[CH:52]=[C:53]([C:58]([NH:61][C:32](=[O:34])[C:31](=[CH:35][C:36]2[CH:41]=[CH:40][C:39]([N:42]3[CH:46]=[C:45]([CH3:47])[N:44]=[CH:43]3)=[C:38]([O:48][CH3:49])[CH:37]=2)[CH2:30][CH2:29][CH2:28][Cl:27])([CH3:59])[CH3:60])[CH:54]=[CH:55][C:56]=1[F:57]. (4) Given the reactants [CH2:1](I)[CH3:2].[F:4][C:5]1([F:49])[CH2:10][CH2:9][CH:8]([C:11]2[C:20]3[CH:19]([OH:21])[CH2:18][C:17]([CH3:23])([CH3:22])[CH2:16][C:15]=3[N:14]=[C:13]([CH:24]3[CH2:29][CH2:28][N:27]([C:30]4[N:35]=[CH:34][C:33]([OH:36])=[CH:32][N:31]=4)[CH2:26][CH2:25]3)[C:12]=2[CH:37]([F:48])[C:38]2[CH:43]=[CH:42][C:41]([C:44]([F:47])([F:46])[F:45])=[CH:40][CH:39]=2)[CH2:7][CH2:6]1, predict the reaction product. The product is: [F:49][C:5]1([F:4])[CH2:6][CH2:7][CH:8]([C:11]2[C:20]3[CH:19]([OH:21])[CH2:18][C:17]([CH3:22])([CH3:23])[CH2:16][C:15]=3[N:14]=[C:13]([CH:24]3[CH2:25][CH2:26][N:27]([C:30]4[N:35]=[CH:34][C:33]([O:36][CH2:32][C@@H:33]([O:36][CH:2]5[CH2:1][CH2:17][CH2:18][CH2:19][O:21]5)[CH3:34])=[CH:32][N:31]=4)[CH2:28][CH2:29]3)[C:12]=2[CH:37]([F:48])[C:38]2[CH:39]=[CH:40][C:41]([C:44]([F:46])([F:45])[F:47])=[CH:42][CH:43]=2)[CH2:9][CH2:10]1. (5) Given the reactants [Cl:1][C:2]1[C:9]([CH3:10])=[C:8]([C:11]2[C@@H:12]([O:20]C3CCCCO3)[C@@H:13]3[C@H:18]([OH:19])[CH2:17][CH2:16][N:14]3[N:15]=2)[CH:7]=[CH:6][C:3]=1[C:4]#[N:5].C1(C)C=CC(S(O)(=O)=O)=CC=1, predict the reaction product. The product is: [Cl:1][C:2]1[C:9]([CH3:10])=[C:8]([C:11]2[C@@H:12]([OH:20])[C@@H:13]3[C@H:18]([OH:19])[CH2:17][CH2:16][N:14]3[N:15]=2)[CH:7]=[CH:6][C:3]=1[C:4]#[N:5].